This data is from Forward reaction prediction with 1.9M reactions from USPTO patents (1976-2016). The task is: Predict the product of the given reaction. (1) Given the reactants Br[C:2]1[CH:3]=[C:4]([Cl:11])[C:5]([F:10])=[C:6]([CH:9]=1)[C:7]#[N:8].[NH:12]1[CH2:17][CH2:16][O:15][CH2:14][CH2:13]1.C(=O)([O-])[O-].[Cs+].[Cs+].C1(P(C2C=CC=CC=2)C2C3OC4C(=CC=CC=4P(C4C=CC=CC=4)C4C=CC=CC=4)C(C)(C)C=3C=CC=2)C=CC=CC=1, predict the reaction product. The product is: [Cl:11][C:4]1[C:5]([F:10])=[C:6]([CH:9]=[C:2]([N:12]2[CH2:17][CH2:16][O:15][CH2:14][CH2:13]2)[CH:3]=1)[C:7]#[N:8]. (2) The product is: [C:24]([C:23]1[CH:22]=[CH:21][C:20]([CH:12]2[C:13]3[C:14](=[O:19])[CH2:15][CH2:16][CH2:17][C:18]=3[N:9]([C:5]3[CH:6]=[CH:7][CH:8]=[C:3]([C:2]([F:35])([F:36])[F:1])[CH:4]=3)[C:10](=[O:34])[N:11]2[CH2:28][C:39]2[O:43][C:42]([C:44]([O:46][CH3:47])=[O:45])=[CH:41][CH:40]=2)=[CH:27][CH:26]=1)#[N:25]. Given the reactants [F:1][C:2]([F:36])([F:35])[C:3]1[CH:4]=[C:5]([N:9]2[C:18]3[CH2:17][CH2:16][CH2:15][C:14](=[O:19])[C:13]=3[CH:12]([C:20]3[CH:27]=[CH:26][C:23]([C:24]#[N:25])=[CH:22][CH:21]=3)[N:11]([CH2:28]C3CCOC3)[C:10]2=[O:34])[CH:6]=[CH:7][CH:8]=1.ClC[C:39]1[O:43][C:42]([C:44]([O:46][CH3:47])=[O:45])=[CH:41][CH:40]=1, predict the reaction product. (3) Given the reactants Br[C:2]1[CH:3]=[C:4]([CH2:12][OH:13])[CH:5]=[C:6]([C:8]([F:11])([F:10])[F:9])[CH:7]=1.[C:14]([C:16]1[CH:21]=[CH:20][C:19](B(O)O)=[CH:18][CH:17]=1)#[N:15].[OH-].[K+].O, predict the reaction product. The product is: [OH:13][CH2:12][C:4]1[CH:3]=[C:2]([C:19]2[CH:20]=[CH:21][C:16]([C:14]#[N:15])=[CH:17][CH:18]=2)[CH:7]=[C:6]([C:8]([F:11])([F:10])[F:9])[CH:5]=1. (4) Given the reactants [CH3:1][O:2][C:3]1[CH:4]=[C:5]([C:11]2[C@@H:20]3[C@@H:15]([CH2:16][CH2:17][CH2:18][CH2:19]3)[C:14](=[O:21])[N:13]([CH:22]3[CH2:27][CH2:26][N:25]([C:28](=[O:42])[C@H:29]([NH:34]C(=O)OC(C)(C)C)[CH2:30][CH2:31][S:32][CH3:33])[CH2:24][CH2:23]3)[N:12]=2)[CH:6]=[CH:7][C:8]=1[O:9][CH3:10].[ClH:43], predict the reaction product. The product is: [ClH:43].[NH2:34][C@H:29]([CH2:30][CH2:31][S:32][CH3:33])[C:28]([N:25]1[CH2:26][CH2:27][CH:22]([N:13]2[N:12]=[C:11]([C:5]3[CH:6]=[CH:7][C:8]([O:9][CH3:10])=[C:3]([O:2][CH3:1])[CH:4]=3)[C@@H:20]3[C@@H:15]([CH2:16][CH2:17][CH2:18][CH2:19]3)[C:14]2=[O:21])[CH2:23][CH2:24]1)=[O:42]. (5) Given the reactants [NH2:1][C:2]1[CH:3]=[C:4]2[C:9](=[CH:10][CH:11]=1)[N:8]=[CH:7][C:6]([C:12]#[N:13])=[C:5]2[NH:14][C:15]1[CH:20]=[CH:19][C:18]([F:21])=[C:17]([Cl:22])[CH:16]=1.[CH3:23][N:24]([CH3:39])[CH2:25][CH2:26][NH:27][S:28]([C:31]1[CH:36]=[CH:35][C:34]([CH:37]=O)=[CH:33][CH:32]=1)(=[O:30])=[O:29].[BH3-]C#N.[Na+], predict the reaction product. The product is: [Cl:22][C:17]1[CH:16]=[C:15]([NH:14][C:5]2[C:4]3[C:9](=[CH:10][CH:11]=[C:2]([NH:1][CH2:37][C:34]4[CH:35]=[CH:36][C:31]([S:28]([NH:27][CH2:26][CH2:25][N:24]([CH3:23])[CH3:39])(=[O:30])=[O:29])=[CH:32][CH:33]=4)[CH:3]=3)[N:8]=[CH:7][C:6]=2[C:12]#[N:13])[CH:20]=[CH:19][C:18]=1[F:21]. (6) Given the reactants C([N:8]1[CH2:13][CH:12]=[C:11]([C:14]2[CH:19]=[CH:18][C:17]([O:20][CH2:21][CH2:22][CH3:23])=[CH:16][CH:15]=2)[CH2:10][CH2:9]1)C1C=CC=CC=1.C([O-])=O.[NH4+], predict the reaction product. The product is: [CH2:21]([O:20][C:17]1[CH:18]=[CH:19][C:14]([CH:11]2[CH2:10][CH2:9][NH:8][CH2:13][CH2:12]2)=[CH:15][CH:16]=1)[CH2:22][CH3:23]. (7) Given the reactants [CH3:1][CH2:2][O:3][C:4]([CH:6]1[CH2:12][CH2:11][C:9](=O)[CH2:8][CH2:7]1)=[O:5].Cl.[C:14]1([NH:20]N)[CH:19]=[CH:18][CH:17]=[CH:16][CH:15]=1, predict the reaction product. The product is: [CH2:2]([O:3][C:4]([CH:6]1[CH2:12][C:11]2[C:19]3[C:14](=[CH:15][CH:16]=[CH:17][CH:18]=3)[NH:20][C:9]=2[CH2:8][CH2:7]1)=[O:5])[CH3:1]. (8) Given the reactants I[C:2]1[S:3][C:4]([CH3:7])=[CH:5][N:6]=1.[NH:8]1[CH2:13][CH2:12][NH:11][CH2:10][CH2:9]1, predict the reaction product. The product is: [CH3:7][C:4]1[S:3][C:2]([N:8]2[CH2:13][CH2:12][NH:11][CH2:10][CH2:9]2)=[N:6][CH:5]=1.